Dataset: Experimentally validated miRNA-target interactions with 360,000+ pairs, plus equal number of negative samples. Task: Binary Classification. Given a miRNA mature sequence and a target amino acid sequence, predict their likelihood of interaction. (1) The miRNA is hsa-miR-2115-5p with sequence AGCUUCCAUGACUCCUGAUGGA. The protein sequence of the target gene is MDAPRQVVNFGPGPAKLPHSVLLEIQKELLDYKGVGISVLEMSHRSSDFAKIINNTENLVRELLAVPDNYKVIFLQGGGCGQFSAVPLNLIGLKAGRCADYVVTGAWSAKAAEEAKKFGTINIVHPKLGSYTKIPDPSTWNLNPDASYVYYCANETVHGVEFDFIPDVKGAVLVCDMSSNFLSKPVDVSKFGVIFAGAQKNVGSAGVTVVIVRDDLLGFALRECPSVLEYKVQAGNSSLYNTPPCFSIYVMGLVLEWIKNNGGAAAMEKLSSIKSQTIYEIIDNSQGFYVCPVEPQNRSK.... Result: 1 (interaction). (2) The miRNA is mmu-miR-291a-5p with sequence CAUCAAAGUGGAGGCCCUCUCU. The protein sequence of the target gene is MSDVEENNFEGRESRSQSKSPTGTPARVKSESRSGSRSPSRVSKHSESHSRSRSKSRSRSRRHSHRRYTRSRSHSHSHRRRSRSRSYTPEYRRRRSRSHSPMSNRRRHTGSRANPDPNTCLGVFGLSLYTTERDLREVFSRYGPLSGVNVVYDQRTGRSRGFAFVYFERIDDSKEAMERANGMELDGRRIRVDYSITKRAHTPTPGIYMGRPTHSGGGGGGGGGGGGGGGGRRRDSYYDRGYDRGYDRYEDYDYRYRRRSPSPYYSRYRSRSRSRSYSPRRY. Result: 0 (no interaction). (3) The miRNA is mmu-miR-146b-5p with sequence UGAGAACUGAAUUCCAUAGGCU. The protein sequence of the target gene is MADRAALEELVRLQGAHVRGLKEQKASAEQIEEEVTKLLKLKAQLGQDEGKQKFVLKTPKGTRDYSPRQMAVREKVFDVIIRCFKRHGAEVIDTPVFELKETLTGKYGEDSKLIYDLKDQGGELLSLRYDLTVPFARYLAMNKLTNIKRYHIAKVYRRDNPAMTRGRYREFYQCDFDIAGQFDPMIPDAECLKIMCEILSSLQIGNFLVKVNDRRILDGMFAVCGVPDSKFRTICSSVDKLDKVSWEEVKNEMVGEKGLAPEVADRIGDYVQQHGGVSLVEQLLQDPKLSQNKQAVEGLG.... Result: 0 (no interaction). (4) The miRNA is hsa-miR-4734 with sequence GCUGCGGGCUGCGGUCAGGGCG. The protein sequence of the target gene is MEAEEADVDVEGDVAAAAQPGNDESTASVFQDHYLDSTWRRENGCLPWTLDSTISDENRAIIEKMLLEEEYYLSNKSLPGKFWVNQKEDNKKYTNSLQKSSKAMVDSPAKPASHSVKWTVEEKELFEQGLAKFGRRWTKIATLLKSRTVLQVKSYARQYFKNKVKWDVEKETPTQKSSSDLQVKNKDDRTKAWAAACLRGSADPCLNAVKIEKLSDDEDVDITDELDELTSQTSQNSGSHLTLDVPNSKMYTTNQGELCQEGPLAKSSGESLQNVKQGEGEACSSSEIASWAEKQKSTDK.... Result: 0 (no interaction). (5) The miRNA is hsa-miR-455-3p with sequence GCAGUCCAUGGGCAUAUACAC. The protein sequence of the target gene is MQSLMQAPLLIALGLLLAAPAQAHLKKPSQLSSFSWDNCDEGKDPAVIRSLTLEPDPIIVPGNVTLSVMGSTSVPLSSPLKVDLVLEKEVAGLWIKIPCTDYIGSCTFEHFCDVLDMLIPTGEPCPEPLRTYGLPCHCPFKEGTYSLPKSEFVVPDLELPSWLTTGNYRIESVLSSSGKRLGCIKIAASLKGI. Result: 1 (interaction). (6) The miRNA is hsa-miR-302d-3p with sequence UAAGUGCUUCCAUGUUUGAGUGU. The protein sequence of the target gene is MWPLWLCWALWVLPLAGPGAALTEEQLLGSLLRQLQLSEVPVLDRADMEKLVIPAHVRAQYVVLLRRSHGDRSRGKRFSQSFREVAGRFLASEASTHLLVFGMEQRLPPNSELVQAVLRLFQEPVPKAALHRHGRLSPRSAQARVTVEWLRVRDDGSNRTSLIDSRLVSVHESGWKAFDVTEAVNFWQQLSRPRQPLLLQVSVQREHLGPLASGAHKLVRFASQGAPAGLGEPQLELHTLDLRDYGAQGDCDPEAPMTEGTRCCRQEMYIDLQGMKWAKNWVLEPPGFLAYECVGTCQQP.... Result: 1 (interaction). (7) The miRNA is hsa-miR-6877-3p with sequence CAGCCUCUGCCCUUGGCCUCC. The protein sequence of the target gene is MPREDRATWKSNYFLKIIQLLDDYPKCFIVGADNVGSKQMQQIRMSLRGKAVVLMGKNTMMRKAIRGHLENNPALEKLLPHIRGNVGFVFTKEDLTEIRDMLLANKVPAAARAGAIAPCEVTVPAQNTGLGPEKTSFFQALGITTKISRGTIEILSDVQLIKTGDKVGASEATLLNMLNISPFSFGLIIQQVFDNGSIYNPEVLDITEQALHSRFLEGVRNVASVCLQIGYPTVASVPHSIINGYKRVLALSVETEYTFPLTEKVKAFLADPSAFAAAAPAAAATTAAPAAAAAPAKAEA.... Result: 0 (no interaction). (8) The miRNA is hsa-miR-542-5p with sequence UCGGGGAUCAUCAUGUCACGAGA. The protein sequence of the target gene is MMADGAAAGAGGSPSLRELRARMVAAANEIAKERRKQDVVNRVATHSSNIRSTFKPVIDGSMLKNDIKQRLARERREEKRRQQDANKETQLLEKERKTKLQYEKQMEERQRKLKERKEKEEQRRIAAEEKRHQKDEAQKEKFTAILYRTLERRRLADDYQQKRWSWGGSAMANSESKTANKRSASTEKLEQGTSALIRQMPLSSAGLQNSVAKRKTDKERSSSLNRRDSNLHSSTDKEQAERKPRVTGVTNYVMQYVTVPLRKCTSDELRAVMFPMSTMKIPPQTKVEESPLEKVETPPK.... Result: 0 (no interaction).